Dataset: TCR-epitope binding with 47,182 pairs between 192 epitopes and 23,139 TCRs. Task: Binary Classification. Given a T-cell receptor sequence (or CDR3 region) and an epitope sequence, predict whether binding occurs between them. (1) The epitope is YLNTLTLAV. The TCR CDR3 sequence is CASSSIQATEAFF. Result: 1 (the TCR binds to the epitope). (2) The epitope is MMISAGFSL. The TCR CDR3 sequence is CASSYPGRNTEAFF. Result: 0 (the TCR does not bind to the epitope).